Task: Regression. Given a peptide amino acid sequence and an MHC pseudo amino acid sequence, predict their binding affinity value. This is MHC class I binding data.. Dataset: Peptide-MHC class I binding affinity with 185,985 pairs from IEDB/IMGT (1) The peptide sequence is RTSKAALER. The MHC is HLA-B40:01 with pseudo-sequence HLA-B40:01. The binding affinity (normalized) is 0. (2) The peptide sequence is MTAASYARY. The MHC is SLA-20401 with pseudo-sequence SLA-20401. The binding affinity (normalized) is 0.601. (3) The peptide sequence is MFAPTLWARMI. The MHC is Patr-A0901 with pseudo-sequence YSAMYEESVASTDVDTLYIIYRYYTWAALAYTWY. The binding affinity (normalized) is 0.228. (4) The peptide sequence is GTEMFRHGY. The MHC is HLA-A69:01 with pseudo-sequence HLA-A69:01. The binding affinity (normalized) is 0.224. (5) The binding affinity (normalized) is 0.0379. The peptide sequence is VGNVYVKF. The MHC is HLA-A01:01 with pseudo-sequence HLA-A01:01. (6) The peptide sequence is YQVKYVSPV. The MHC is BoLA-HD6 with pseudo-sequence BoLA-HD6. The binding affinity (normalized) is 0.263.